From a dataset of Catalyst prediction with 721,799 reactions and 888 catalyst types from USPTO. Predict which catalyst facilitates the given reaction. (1) Reactant: [N+]([N:4]1[CH:12]=[C:11]2[C:6]([CH:7]=[CH:8][C:9]([N+:13]([O-:15])=[O:14])=[CH:10]2)=[N:5]1)([O-])=O.[CH3:16][N:17]1[CH2:23][CH2:22][CH2:21][NH:20][CH2:19][CH2:18]1. Product: [CH3:16][N:17]1[CH2:23][CH2:22][CH2:21][N:20]([C:12]2[C:11]3[C:6](=[CH:7][CH:8]=[C:9]([N+:13]([O-:15])=[O:14])[CH:10]=3)[NH:5][N:4]=2)[CH2:19][CH2:18]1. The catalyst class is: 1. (2) Reactant: [F:1][C:2]1[CH:24]=[CH:23][C:22]([F:25])=[CH:21][C:3]=1[CH2:4][O:5][C:6]1[CH:11]=[CH:10][C:9]([C:12](=[O:20])[CH2:13][CH2:14][C:15]([O:17]CC)=[O:16])=[CH:8][CH:7]=1.[OH-].[Na+]. Product: [F:1][C:2]1[CH:24]=[CH:23][C:22]([F:25])=[CH:21][C:3]=1[CH2:4][O:5][C:6]1[CH:11]=[CH:10][C:9]([C:12](=[O:20])[CH2:13][CH2:14][C:15]([OH:17])=[O:16])=[CH:8][CH:7]=1. The catalyst class is: 8.